Predict the product of the given reaction. From a dataset of Forward reaction prediction with 1.9M reactions from USPTO patents (1976-2016). Given the reactants [CH2:1](Cl)[CH2:2]Cl.Cl.[O:6]=[C:7]1[NH:13][C:12]2[N:14]=[CH:15][C:16](/[CH:18]=[CH:19]/[C:20]([OH:22])=[O:21])=[CH:17][C:11]=2[CH2:10][CH2:9][CH2:8]1.[CH3:23][C:24]1[NH:25][C:26]2[C:31]([C:32]=1[CH2:33][NH:34][CH3:35])=[CH:30][CH:29]=[CH:28][CH:27]=2.[CH:36]1C=CC2N(O)N=NC=2C=1.[OH2:46].C(N(C(C)C)CC)(C)C, predict the reaction product. The product is: [CH3:36][CH2:30][CH2:29][CH2:28][CH2:27][CH2:26][CH2:31][CH2:32][CH2:24][CH2:23][CH2:7][CH2:8][CH2:9][CH2:10][CH2:11]/[CH:17]=[CH:16]/[CH2:18][CH:19]1[C:20](=[O:21])[O:22][C:2](=[O:46])[CH2:1]1.[CH3:35][N:34]([CH2:33][C:32]1[C:31]2[C:26](=[CH:27][CH:28]=[CH:29][CH:30]=2)[NH:25][C:24]=1[CH3:23])[C:20](=[O:22])/[CH:19]=[CH:18]/[C:16]1[CH:15]=[N:14][C:12]2[NH:13][C:7](=[O:6])[CH2:8][CH2:9][CH2:10][C:11]=2[CH:17]=1.